Dataset: Catalyst prediction with 721,799 reactions and 888 catalyst types from USPTO. Task: Predict which catalyst facilitates the given reaction. (1) Reactant: Br[C:2]1[C:10]2[C:5](=[N:6][CH:7]=[CH:8][C:9]=2[O:11][C:12]2[CH:17]=[CH:16][C:15]([NH:18][C:19](=[O:21])[CH3:20])=[CH:14][C:13]=2[F:22])[N:4]([S:23]([C:26]2[CH:31]=[CH:30][C:29]([CH3:32])=[CH:28][CH:27]=2)(=[O:25])=[O:24])[CH:3]=1.[C:33](=O)(O)[O-].[Na+].CB1OB(C)OB(C)O1. Product: [F:22][C:13]1[CH:14]=[C:15]([NH:18][C:19](=[O:21])[CH3:20])[CH:16]=[CH:17][C:12]=1[O:11][C:9]1[CH:8]=[CH:7][N:6]=[C:5]2[N:4]([S:23]([C:26]3[CH:31]=[CH:30][C:29]([CH3:32])=[CH:28][CH:27]=3)(=[O:25])=[O:24])[CH:3]=[C:2]([CH3:33])[C:10]=12. The catalyst class is: 762. (2) Reactant: [F:1][C:2]([F:14])([O:4][C:5]1[CH:10]=[CH:9][C:8]([N+:11]([O-])=O)=[CH:7][CH:6]=1)[CH3:3]. Product: [F:1][C:2]([F:14])([O:4][C:5]1[CH:10]=[CH:9][C:8]([NH2:11])=[CH:7][CH:6]=1)[CH3:3]. The catalyst class is: 319. (3) Reactant: [OH:1][CH2:2][C@H:3]([OH:14])[CH2:4][S:5][C:6]1[CH:11]=[CH:10][CH:9]=[CH:8][C:7]=1[O:12][CH3:13].N1C=CC=CC=1.[C:21]1([C:27](Cl)([C:34]2[CH:39]=[CH:38][CH:37]=[CH:36][CH:35]=2)[C:28]2[CH:33]=[CH:32][CH:31]=[CH:30][CH:29]=2)[CH:26]=[CH:25][CH:24]=[CH:23][CH:22]=1. Product: [C:21]1([C:27]([C:28]2[CH:29]=[CH:30][CH:31]=[CH:32][CH:33]=2)([C:34]2[CH:35]=[CH:36][CH:37]=[CH:38][CH:39]=2)[O:1][CH2:2][C@H:3]([OH:14])[CH2:4][S:5][C:6]2[CH:11]=[CH:10][CH:9]=[CH:8][C:7]=2[O:12][CH3:13])[CH:22]=[CH:23][CH:24]=[CH:25][CH:26]=1. The catalyst class is: 10. (4) Reactant: CC1(C)C[O:6][B:5]([C:8]2[CH:13]=[CH:12][C:11]([CH2:14][CH2:15][CH2:16][C:17]([OH:19])=[O:18])=[CH:10][CH:9]=2)[O:4]C1.[OH-].[Na+]. Product: [B:5]([C:8]1[CH:9]=[CH:10][C:11]([CH2:14][CH2:15][CH2:16][C:17]([OH:19])=[O:18])=[CH:12][CH:13]=1)([OH:6])[OH:4]. The catalyst class is: 27. (5) Reactant: [N+:1]([C:4]1[CH:5]=[C:6]([CH:9]=[CH:10][CH:11]=1)[CH2:7]Br)([O-:3])=[O:2].C(=O)([O-])[O-].[K+].[K+].[Cl:18][C:19]1[CH:24]=[CH:23][C:22]([C:25]2[CH2:30][S:29][C:28](=[O:31])[NH:27][N:26]=2)=[CH:21][CH:20]=1.O. Product: [Cl:18][C:19]1[CH:20]=[CH:21][C:22]([C:25]2[CH2:30][S:29][C:28](=[O:31])[N:27]([CH2:7][C:6]3[CH:9]=[CH:10][CH:11]=[C:4]([N+:1]([O-:3])=[O:2])[CH:5]=3)[N:26]=2)=[CH:23][CH:24]=1. The catalyst class is: 10. (6) Reactant: C[O:2][C:3](=[O:20])[C:4]1[CH:9]=[C:8]([N:10]([S:12]([CH3:15])(=[O:14])=[O:13])[CH3:11])[N:7]=[C:6]([NH:16][CH:17]2[CH2:19][CH2:18]2)[CH:5]=1.[OH-].[Na+].Cl. Product: [CH:17]1([NH:16][C:6]2[CH:5]=[C:4]([CH:9]=[C:8]([N:10]([S:12]([CH3:15])(=[O:13])=[O:14])[CH3:11])[N:7]=2)[C:3]([OH:20])=[O:2])[CH2:19][CH2:18]1. The catalyst class is: 5.